Dataset: Reaction yield outcomes from USPTO patents with 853,638 reactions. Task: Predict the reaction yield, written as a fraction of the theoretical maximum amount of product (1.0 means a 100% yield; for example, 0.34 means a 34% yield). (1) The product is [CH2:20]([O:15][C:14]([C@@:9]1([NH:8][C:1]([O:3][C:4]([CH3:7])([CH3:6])[CH3:5])=[O:2])[CH2:11][C@H:10]1[CH:12]1[CH2:26][CH2:13]1)=[O:16])[CH3:21]. The catalyst is C(OCC)C.C([O-])(=O)C.[Pd+2].C([O-])(=O)C. The yield is 0.780. The reactants are [C:1]([NH:8][C@:9]1([C:14]([OH:16])=[O:15])[CH2:11][C@H:10]1[CH:12]=[CH2:13])([O:3][C:4]([CH3:7])([CH3:6])[CH3:5])=[O:2].[N+](=C)=[N-].[C:20](OCC)(=O)[CH3:21].[CH3:26]CCCCC. (2) The reactants are S(Cl)([Cl:3])=O.[CH2:5]([N:7]([CH2:17][CH3:18])[C:8]1[CH:16]=[CH:15][C:11]([C:12](O)=[O:13])=[CH:10][CH:9]=1)[CH3:6]. The catalyst is C1C=CC=CC=1. The product is [CH2:5]([N:7]([CH2:17][CH3:18])[C:8]1[CH:16]=[CH:15][C:11]([C:12]([Cl:3])=[O:13])=[CH:10][CH:9]=1)[CH3:6]. The yield is 0.930. (3) The reactants are Cl.O1CCOCC1.[Cl:8][C:9]1[CH:14]=[C:13]([NH:15][C:16](=[O:23])[C:17]2[CH:22]=[CH:21][CH:20]=[CH:19][N:18]=2)[CH:12]=[CH:11][C:10]=1[N:24]1[CH2:29][CH2:28][N:27](C(OC(C)(C)C)=O)[CH2:26][CH2:25]1. The catalyst is C(Cl)Cl. The product is [Cl:8][C:9]1[CH:14]=[C:13]([NH:15][C:16](=[O:23])[C:17]2[CH:22]=[CH:21][CH:20]=[CH:19][N:18]=2)[CH:12]=[CH:11][C:10]=1[N:24]1[CH2:29][CH2:28][NH:27][CH2:26][CH2:25]1. The yield is 0.400. (4) The product is [CH3:1][C:2]1[C:6]([CH2:7][CH2:8][CH2:9][O:10][C:22]2[CH:26]=[C:25]([CH2:27][CH2:28][C:29]([OH:31])=[O:30])[N:24]([C:34]3[CH:39]=[CH:38][CH:37]=[CH:36][CH:35]=3)[N:23]=2)=[CH:5][N:4]([C:11]2[CH:16]=[CH:15][C:14]([C:17]([F:19])([F:20])[F:18])=[CH:13][N:12]=2)[N:3]=1. The reactants are [CH3:1][C:2]1[C:6]([CH2:7][CH2:8][CH2:9][OH:10])=[CH:5][N:4]([C:11]2[CH:16]=[CH:15][C:14]([C:17]([F:20])([F:19])[F:18])=[CH:13][N:12]=2)[N:3]=1.O[C:22]1[CH:26]=[C:25]([CH2:27][CH2:28][C:29]([O:31]CC)=[O:30])[N:24]([C:34]2[CH:39]=[CH:38][CH:37]=[CH:36][CH:35]=2)[N:23]=1.C(P(CCCC)CCCC)CCC.N(C(N1CCCCC1)=O)=NC(N1CCCCC1)=O. The catalyst is O1CCCC1. The yield is 0.950. (5) The reactants are [NH:1]1[C:5]2=[N:6][C:7]([CH2:10][CH2:11][CH2:12][CH2:13][CH:14](O)[CH:15]=[CH:16][C:17]3[CH:18]=[N:19][C:20]([CH3:23])=[N:21][CH:22]=3)=[CH:8][CH:9]=[C:4]2[CH2:3][CH2:2]1.[C:25](O)(=[O:28])[CH2:26]C.[C:30]([CH3:40])(OCC)([O:34]CC)[O:31][CH2:32][CH3:33]. No catalyst specified. The product is [CH2:32]([O:31][C:30](=[O:34])[CH2:40][CH:16]([C:17]1[CH:18]=[N:19][C:20]([CH3:23])=[N:21][CH:22]=1)[CH:15]=[CH:14][CH2:13][CH2:12][CH2:11][CH2:10][C:7]1[N:6]=[C:5]2[N:1]([C:25](=[O:28])[CH3:26])[CH2:2][CH2:3][C:4]2=[CH:9][CH:8]=1)[CH3:33]. The yield is 0.370.